This data is from Full USPTO retrosynthesis dataset with 1.9M reactions from patents (1976-2016). The task is: Predict the reactants needed to synthesize the given product. (1) Given the product [CH3:1][O:2][CH:3]1[CH2:7][CH2:6][N:5]([C:8]([C:10]2[S:18][C:17]3[C:12](=[N:13][CH:14]=[CH:15][C:16]=3[O:19][C:20]3[CH:33]=[CH:32][C:23]4[C:24]([C:28]([OH:30])=[O:29])=[C:25]([CH3:27])[O:26][C:22]=4[CH:21]=3)[CH:11]=2)=[O:9])[CH2:4]1, predict the reactants needed to synthesize it. The reactants are: [CH3:1][O:2][CH:3]1[CH2:7][CH2:6][N:5]([C:8]([C:10]2[S:18][C:17]3[C:12](=[N:13][CH:14]=[CH:15][C:16]=3[O:19][C:20]3[CH:33]=[CH:32][C:23]4[C:24]([C:28]([O:30]C)=[O:29])=[C:25]([CH3:27])[O:26][C:22]=4[CH:21]=3)[CH:11]=2)=[O:9])[CH2:4]1.O.[OH-].[Li+]. (2) Given the product [C:1]1([B:7]([CH:9]([O:16][CH:17]([B:24]([C:26]2[CH:27]=[CH:28][CH:29]=[CH:30][CH:31]=2)[O:25][CH2:34][CH:33]([CH2:36][C:37]2[CH:42]=[CH:41][CH:40]=[CH:39][CH:38]=2)[NH2:32])[C:18]2[CH:19]=[CH:20][CH:21]=[CH:22][CH:23]=2)[C:10]2[CH:15]=[CH:14][CH:13]=[CH:12][CH:11]=2)[O:8][CH2:34][CH:33]([CH2:36][C:37]2[CH:42]=[CH:41][CH:40]=[CH:39][CH:38]=2)[NH2:32])[CH:2]=[CH:3][CH:4]=[CH:5][CH:6]=1, predict the reactants needed to synthesize it. The reactants are: [C:1]1([B:7]([CH:9]([O:16][CH:17]([B:24]([C:26]2[CH:31]=[CH:30][CH:29]=[CH:28][CH:27]=2)[OH:25])[C:18]2[CH:23]=[CH:22][CH:21]=[CH:20][CH:19]=2)[C:10]2[CH:15]=[CH:14][CH:13]=[CH:12][CH:11]=2)[OH:8])[CH:6]=[CH:5][CH:4]=[CH:3][CH:2]=1.[NH2:32][CH:33]([CH2:36][C:37]1[CH:42]=[CH:41][CH:40]=[CH:39][CH:38]=1)[CH2:34]O. (3) Given the product [Br:1][C:2]1[C:3](=[O:25])[N:4]([CH2:17][CH2:18][C:19]2[CH:24]=[CH:23][CH:22]=[CH:21][CH:20]=2)[C:5]([C:10]2[CH:15]=[CH:14][CH:13]=[CH:12][C:11]=2[OH:16])=[N:6][C:7]=1[CH2:8][N:28]([CH3:29])[CH3:27], predict the reactants needed to synthesize it. The reactants are: [Br:1][C:2]1[C:3](=[O:25])[N:4]([CH2:17][CH2:18][C:19]2[CH:24]=[CH:23][CH:22]=[CH:21][CH:20]=2)[C:5]([C:10]2[CH:15]=[CH:14][CH:13]=[CH:12][C:11]=2[OH:16])=[N:6][C:7]=1[CH2:8]Br.Cl.[CH3:27][NH:28][CH3:29].C(=O)([O-])[O-].[Cs+].[Cs+]. (4) Given the product [CH2:1]([O:8][C:9]1[CH:14]=[CH:13][N:12]([CH2:15][C:16]2[CH:21]=[CH:20][CH:19]=[C:18]([F:22])[CH:17]=2)[C:11](=[O:23])[C:10]=1[C:24]#[CH:25])[C:2]1[CH:7]=[CH:6][CH:5]=[CH:4][CH:3]=1, predict the reactants needed to synthesize it. The reactants are: [CH2:1]([O:8][C:9]1[CH:14]=[CH:13][N:12]([CH2:15][C:16]2[CH:21]=[CH:20][CH:19]=[C:18]([F:22])[CH:17]=2)[C:11](=[O:23])[C:10]=1[C:24]#[C:25][Si](C)(C)C)[C:2]1[CH:7]=[CH:6][CH:5]=[CH:4][CH:3]=1.[F-]. (5) Given the product [CH:1]([N:4]1[CH2:5][CH2:6][N:7]([C:10]([C:12]2[CH:13]=[C:14]3[C:18](=[CH:19][CH:20]=2)[NH:17][C:16]([C:21]([N:51]2[CH2:52][CH2:53][CH2:54][CH:50]2[CH:47]([CH3:49])[CH3:48])=[O:22])=[CH:15]3)=[O:11])[CH2:8][CH2:9]1)([CH3:3])[CH3:2], predict the reactants needed to synthesize it. The reactants are: [CH:1]([N:4]1[CH2:9][CH2:8][N:7]([C:10]([C:12]2[CH:13]=[C:14]3[C:18](=[CH:19][CH:20]=2)[NH:17][C:16]([C:21](O)=[O:22])=[CH:15]3)=[O:11])[CH2:6][CH2:5]1)([CH3:3])[CH3:2].Cl.F[B-](F)(F)F.N1(OC(N(C)C)=[N+](C)C)C2C=CC=CC=2N=N1.[CH:47]([CH:50]1[CH2:54][CH2:53][CH2:52][NH:51]1)([CH3:49])[CH3:48].C(N(CC)C(C)C)(C)C. (6) Given the product [F:1][C:2]1[C:3]([NH:12][C:13]2[CH:18]=[CH:17][C:16]([I:19])=[CH:15][C:14]=2[F:20])=[C:4]([CH:8]=[CH:9][C:10]=1[F:11])[C:5]([N:23]([CH3:24])[CH3:22])=[O:6], predict the reactants needed to synthesize it. The reactants are: [F:1][C:2]1[C:3]([NH:12][C:13]2[CH:18]=[CH:17][C:16]([I:19])=[CH:15][C:14]=2[F:20])=[C:4]([CH:8]=[CH:9][C:10]=1[F:11])[C:5](O)=[O:6].Cl.[CH3:22][NH:23][CH3:24].C([O-])([O-])=O.[Na+].[Na+]. (7) Given the product [O:14]=[C:1]1[C:9]2[C:4](=[CH:5][C:6]([NH:10][C:11](=[O:13])[CH3:12])=[CH:7][CH:8]=2)[CH2:3][CH2:2]1, predict the reactants needed to synthesize it. The reactants are: [CH2:1]1[C:9]2[C:4](=[CH:5][C:6]([NH:10][C:11](=[O:13])[CH3:12])=[CH:7][CH:8]=2)[CH2:3][CH2:2]1.[OH2:14]. (8) The reactants are: [CH3:1][CH:2]([CH3:39])[C@H:3]([NH:34][C:35](=[O:38])[O:36][CH3:37])[C:4](=[O:33])[N:5]1[CH2:9][CH2:8][CH2:7][C@H:6]1[C:10]1[NH:11][C:12]([C:15]2[CH:20]=[CH:19][C:18](B3OC(C)(C)C(C)(C)O3)=[C:17]([C:30]#[C:31][CH3:32])[CH:16]=2)=[CH:13][N:14]=1.Br[C:41]1[CH:42]=[C:43]2[C:66](=[CH:67][CH:68]=1)[C:47]1[NH:48][C:49]([C@@H:51]3[CH2:55][C@H:54]([CH2:56][O:57][CH3:58])[CH2:53][N:52]3[C:59]([O:61][C:62]([CH3:65])([CH3:64])[CH3:63])=[O:60])=[N:50][C:46]=1[CH:45]=[CH:44]2.C([O-])([O-])=O.[K+].[K+]. Given the product [CH3:37][O:36][C:35]([NH:34][C@@H:3]([CH:2]([CH3:39])[CH3:1])[C:4]([N:5]1[CH2:9][CH2:8][CH2:7][C@H:6]1[C:10]1[NH:11][C:12]([C:15]2[CH:20]=[CH:19][C:18]([C:42]3[CH:41]=[C:68]4[C:45](=[CH:44][CH:43]=3)[C:46]3[NH:50][C:49]([C@@H:51]5[CH2:55][C@H:54]([CH2:56][O:57][CH3:58])[CH2:53][N:52]5[C:59]([O:61][C:62]([CH3:63])([CH3:64])[CH3:65])=[O:60])=[N:48][C:47]=3[CH:66]=[CH:67]4)=[C:17]([C:30]#[C:31][CH3:32])[CH:16]=2)=[CH:13][N:14]=1)=[O:33])=[O:38], predict the reactants needed to synthesize it. (9) Given the product [N:16]1[CH:21]=[CH:20][CH:19]=[C:18]([C:2]2[N:6]3[CH:7]=[CH:8][CH:9]=[CH:10][C:5]3=[N:4][C:3]=2[C:11]([O:13][CH2:14][CH3:15])=[O:12])[CH:17]=1, predict the reactants needed to synthesize it. The reactants are: I[C:2]1[N:6]2[CH:7]=[CH:8][CH:9]=[CH:10][C:5]2=[N:4][C:3]=1[C:11]([O:13][CH2:14][CH3:15])=[O:12].[N:16]1[CH:21]=[CH:20][CH:19]=[C:18](B(O)O)[CH:17]=1.C([O-])([O-])=O.[Na+].[Na+].